Task: Regression. Given two drug SMILES strings and cell line genomic features, predict the synergy score measuring deviation from expected non-interaction effect.. Dataset: NCI-60 drug combinations with 297,098 pairs across 59 cell lines Drug 1: C1=CC(=C2C(=C1NCCNCCO)C(=O)C3=C(C=CC(=C3C2=O)O)O)NCCNCCO. Drug 2: CC(C1=C(C=CC(=C1Cl)F)Cl)OC2=C(N=CC(=C2)C3=CN(N=C3)C4CCNCC4)N. Cell line: NCI-H322M. Synergy scores: CSS=37.3, Synergy_ZIP=5.25, Synergy_Bliss=11.1, Synergy_Loewe=-5.09, Synergy_HSA=9.61.